Dataset: Forward reaction prediction with 1.9M reactions from USPTO patents (1976-2016). Task: Predict the product of the given reaction. Given the reactants [S:1]1[CH:5]=[CH:4][CH:3]=[C:2]1[CH2:6][C:7](=[O:14])[CH2:8]C(OCC)=O.[H-].[Na+].[C:17]([O:20][C:21](=O)[CH3:22])(=[O:19])C.Cl, predict the reaction product. The product is: [S:1]1[CH:5]=[CH:4][CH:3]=[C:2]1[CH:6]([C:7]([CH3:8])=[O:14])[C:17]([O:20][CH2:21][CH3:22])=[O:19].